Task: Predict which catalyst facilitates the given reaction.. Dataset: Catalyst prediction with 721,799 reactions and 888 catalyst types from USPTO (1) Product: [CH:1]1([C:4]2[N:8]([C:24]([O:26][C:27]([CH3:30])([CH3:29])[CH3:28])=[O:25])[C:7]3[CH:9]=[C:10]([C:17]4[C:18]([CH3:23])=[N:19][O:20][C:21]=4[CH3:22])[CH:11]=[C:12]([C:13]([O:15][CH3:16])=[O:14])[C:6]=3[N:5]=2)[CH2:3][CH2:2]1. The catalyst class is: 453. Reactant: [CH:1]1([C:4]2[NH:8][C:7]3[CH:9]=[C:10]([C:17]4[C:18]([CH3:23])=[N:19][O:20][C:21]=4[CH3:22])[CH:11]=[C:12]([C:13]([O:15][CH3:16])=[O:14])[C:6]=3[N:5]=2)[CH2:3][CH2:2]1.[C:24](O[C:24]([O:26][C:27]([CH3:30])([CH3:29])[CH3:28])=[O:25])([O:26][C:27]([CH3:30])([CH3:29])[CH3:28])=[O:25].C(N(CC)CC)C. (2) Reactant: [Cl:1][C:2]1[C:3]2[CH:10]=[CH:9][N:8]([S:11]([C:14]3[CH:19]=[CH:18][C:17]([CH3:20])=[CH:16][CH:15]=3)(=[O:13])=[O:12])[C:4]=2[N:5]=[CH:6][N:7]=1.C([Li])CCC.[I:26]I. Product: [Cl:1][C:2]1[C:3]2[CH:10]=[C:9]([I:26])[N:8]([S:11]([C:14]3[CH:19]=[CH:18][C:17]([CH3:20])=[CH:16][CH:15]=3)(=[O:13])=[O:12])[C:4]=2[N:5]=[CH:6][N:7]=1. The catalyst class is: 188. (3) Reactant: [CH2:1]([O:8][C:9]([N:11]1[CH2:16][CH2:15][CH:14]([CH2:17][NH:18][C:19]2[CH:24]=[CH:23][CH:22]=[C:21]([F:25])[CH:20]=2)[CH2:13][CH2:12]1)=[O:10])[C:2]1[CH:7]=[CH:6][CH:5]=[CH:4][CH:3]=1.C(N(CC)CC)C.[C:33](Cl)(=[O:36])[CH2:34][CH3:35].C(=O)([O-])O.[Na+]. Product: [CH2:1]([O:8][C:9]([N:11]1[CH2:12][CH2:13][CH:14]([CH2:17][N:18]([C:19]2[CH:24]=[CH:23][CH:22]=[C:21]([F:25])[CH:20]=2)[C:33](=[O:36])[CH2:34][CH3:35])[CH2:15][CH2:16]1)=[O:10])[C:2]1[CH:3]=[CH:4][CH:5]=[CH:6][CH:7]=1. The catalyst class is: 4. (4) Reactant: [CH2:1]([O:8][C:9]([C:11]1([N:24]([C:31](=[O:38])[C:32]2[CH:37]=[CH:36][CH:35]=[CH:34][CH:33]=2)[C:25]2[CH:30]=[CH:29][CH:28]=[CH:27][CH:26]=2)[CH2:16][CH2:15][N:14]([CH2:17][C:18]2[CH:23]=[CH:22][CH:21]=[CH:20][CH:19]=2)[CH2:13][CH2:12]1)=[O:10])[C:2]1[CH:7]=[CH:6][CH:5]=[CH:4][CH:3]=1.[C:39]([OH:44])(=[O:43])[C:40]([OH:42])=[O:41]. Product: [C:39]([OH:44])(=[O:43])[C:40]([OH:42])=[O:41].[CH2:1]([O:8][C:9]([C:11]1([N:24]([C:31](=[O:38])[C:32]2[CH:37]=[CH:36][CH:35]=[CH:34][CH:33]=2)[C:25]2[CH:30]=[CH:29][CH:28]=[CH:27][CH:26]=2)[CH2:12][CH2:13][N:14]([CH2:17][C:18]2[CH:23]=[CH:22][CH:21]=[CH:20][CH:19]=2)[CH2:15][CH2:16]1)=[O:10])[C:2]1[CH:7]=[CH:6][CH:5]=[CH:4][CH:3]=1. The catalyst class is: 32. (5) Reactant: Cl[C:2]1[N:7]=[C:6]([NH:8][C:9]2[NH:13][N:12]=[C:11]([CH:14]3[CH2:16][CH2:15]3)[CH:10]=2)[CH:5]=[CH:4][N:3]=1.[CH3:17][C:18]1[C:26]2[C:21](=[CH:22][CH:23]=[CH:24][C:25]=2[CH2:27][NH2:28])[NH:20][CH:19]=1.CCN(C(C)C)C(C)C. Product: [CH:14]1([C:11]2[NH:12][N:13]=[C:9]([NH:8][C:6]3[CH:5]=[CH:4][N:3]=[C:2]([NH:28][CH2:27][C:25]4[CH:24]=[CH:23][CH:22]=[C:21]5[C:26]=4[C:18]([CH3:17])=[CH:19][NH:20]5)[N:7]=3)[CH:10]=2)[CH2:16][CH2:15]1. The catalyst class is: 41. (6) Reactant: COC[O:4][C:5]1[CH:6]=[C:7]([CH:15]=[CH:16][C:17]2[CH:18]=[CH:19][C:20]([C:23]3[CH:28]=[CH:27][CH:26]=[CH:25][N:24]=3)=[N:21][CH:22]=2)[CH:8]=[CH:9][C:10]=1[O:11]COC.Cl.O.[OH-].[Na+]. Product: [OH:4][C:5]1[CH:6]=[C:7]([CH:15]=[CH:16][C:17]2[CH:18]=[CH:19][C:20]([C:23]3[CH:28]=[CH:27][CH:26]=[CH:25][N:24]=3)=[N:21][CH:22]=2)[CH:8]=[CH:9][C:10]=1[OH:11]. The catalyst class is: 5. (7) Reactant: [N:1]1[C:5]2[CH:6]=[CH:7][CH:8]=[C:9]([C:10]([O:12][CH3:13])=[O:11])[C:4]=2[NH:3][CH:2]=1.[H-].[Na+].CI.[C:18](=O)([O-])O.[Na+]. Product: [CH3:18][N:1]1[C:5]2[CH:6]=[CH:7][CH:8]=[C:9]([C:10]([O:12][CH3:13])=[O:11])[C:4]=2[N:3]=[CH:2]1. The catalyst class is: 9. (8) Reactant: [CH:1]1([C:4]2[O:5][C:6]3[C:12](I)=[CH:11][C:10]([NH:14][S:15]([CH2:18][CH3:19])(=[O:17])=[O:16])=[CH:9][C:7]=3[CH:8]=2)[CH2:3][CH2:2]1.[CH3:20][N:21]1[CH:26]=[C:25](B2OC(C)(C)C(C)(C)O2)[CH:24]=[C:23]([CH3:36])[C:22]1=[O:37].C([O-])([O-])=O.[K+].[K+].O. Product: [CH:1]1([C:4]2[O:5][C:6]3[C:12]([C:25]4[CH:24]=[C:23]([CH3:36])[C:22](=[O:37])[N:21]([CH3:20])[CH:26]=4)=[CH:11][C:10]([NH:14][S:15]([CH2:18][CH3:19])(=[O:17])=[O:16])=[CH:9][C:7]=3[CH:8]=2)[CH2:3][CH2:2]1. The catalyst class is: 151.